From a dataset of Catalyst prediction with 721,799 reactions and 888 catalyst types from USPTO. Predict which catalyst facilitates the given reaction. Reactant: C(OC([N:8]([CH2:39][CH2:40][C:41]([OH:43])=[O:42])[CH2:9][C:10]([N:12]1[C:20]2[C:15](=[CH:16][C:17]([O:21][CH2:22][C:23]3[CH:28]=[CH:27][C:26]([C:29]4[CH2:34][CH2:33][CH2:32][CH2:31][CH:30]=4)=[C:25]([C:35]([F:38])([F:37])[F:36])[CH:24]=3)=[CH:18][CH:19]=2)[CH2:14][CH2:13]1)=[O:11])=O)(C)(C)C.[ClH:44].O1CCOCC1. Product: [ClH:44].[C:29]1([C:26]2[CH:27]=[CH:28][C:23]([CH2:22][O:21][C:17]3[CH:16]=[C:15]4[C:20](=[CH:19][CH:18]=3)[N:12]([C:10](=[O:11])[CH2:9][NH:8][CH2:39][CH2:40][C:41]([OH:43])=[O:42])[CH2:13][CH2:14]4)=[CH:24][C:25]=2[C:35]([F:38])([F:36])[F:37])[CH2:34][CH2:33][CH2:32][CH2:31][CH:30]=1. The catalyst class is: 4.